Task: Predict the reactants needed to synthesize the given product.. Dataset: Full USPTO retrosynthesis dataset with 1.9M reactions from patents (1976-2016) (1) Given the product [NH2:31][C:22]1[S:23][CH2:24][C@@H:25]2[C@@H:26]([CH2:29][F:30])[O:27][CH2:28][C@:20]2([C:18]2[CH:19]=[C:14]([NH:13][C:9]([C:6]3[CH:5]=[N:4][C:3]([CH:2]([F:1])[F:12])=[CH:8][N:7]=3)=[O:11])[CH:15]=[CH:16][C:17]=2[F:32])[N:21]=1, predict the reactants needed to synthesize it. The reactants are: [F:1][CH:2]([F:12])[C:3]1[N:4]=[CH:5][C:6]([C:9]([OH:11])=O)=[N:7][CH:8]=1.[NH2:13][C:14]1[CH:15]=[CH:16][C:17]([F:32])=[C:18]([C@:20]23[CH2:28][O:27][C@H:26]([CH2:29][F:30])[C@H:25]2[CH2:24][S:23][C:22]([NH2:31])=[N:21]3)[CH:19]=1.C(P1(=O)OP(CCC)(=O)OP(CCC)(=O)O1)CC.[OH-].[NH4+]. (2) Given the product [OH:6][CH2:5][CH2:4][S:3][C:8]1[C:13]([N:14]2[CH2:15][CH2:16][N:17]([C:20]([O:22][C:23]([CH3:26])([CH3:25])[CH3:24])=[O:21])[CH2:18][CH2:19]2)=[N:12][CH:11]=[CH:10][N:9]=1, predict the reactants needed to synthesize it. The reactants are: [OH-].[Na+].[SH:3][CH2:4][CH2:5][OH:6].Cl[C:8]1[C:13]([N:14]2[CH2:19][CH2:18][N:17]([C:20]([O:22][C:23]([CH3:26])([CH3:25])[CH3:24])=[O:21])[CH2:16][CH2:15]2)=[N:12][CH:11]=[CH:10][N:9]=1. (3) Given the product [CH2:2]([O:3][C:4]([C:6]1[NH:7][C:8]2[C:13]([CH:14]=1)=[CH:12][C:11]([Cl:15])=[CH:10][C:9]=2[CH2:16][N:26]([CH3:27])[CH3:25])=[O:5])[CH3:1], predict the reactants needed to synthesize it. The reactants are: [CH3:1][CH2:2][O:3][C:4]([C:6]1[N:7](C(OC(C)(C)C)=O)[C:8]2[C:13]([CH:14]=1)=[CH:12][C:11]([Cl:15])=[CH:10][C:9]=2[CH2:16]Br)=[O:5].[CH3:25][NH:26][CH3:27].